This data is from Catalyst prediction with 721,799 reactions and 888 catalyst types from USPTO. The task is: Predict which catalyst facilitates the given reaction. (1) Reactant: [N:1]([CH2:4][CH2:5][CH:6]([S:11]([OH:14])(=[O:13])=[O:12])[C:7]([O:9]C)=[O:8])=[N+:2]=[N-:3]. Product: [N:1]([CH2:4][CH2:5][CH:6]([S:11]([OH:14])(=[O:12])=[O:13])[C:7]([OH:9])=[O:8])=[N+:2]=[N-:3]. The catalyst class is: 33. (2) Reactant: [OH:1][C@:2]1([CH3:35])[CH2:6][O:5][N:4]([C:7]([C:9]2[C:17]3[C:16](=[O:18])[N:15]([CH3:19])[C:14](=[O:20])[N:13]([CH:21]([CH3:23])[CH3:22])[C:12]=3[S:11][C:10]=2[CH2:24][C:25]2[C:26]([C:31]([F:34])([F:33])[F:32])=[N:27][NH:28][C:29]=2[CH3:30])=[O:8])[CH2:3]1.Cl.C[C@]1(O)CONC1.[N+](C1C=C(S(OC[C@@]2(C)CO2)(=O)=O)C=CC=1)([O-])=O.C(N(CC)CC)C. Product: [OH:1][C@@:2]1([CH3:35])[CH2:6][O:5][N:4]([C:7]([C:9]2[C:17]3[C:16](=[O:18])[N:15]([CH3:19])[C:14](=[O:20])[N:13]([CH:21]([CH3:22])[CH3:23])[C:12]=3[S:11][C:10]=2[CH2:24][C:25]2[C:26]([C:31]([F:32])([F:33])[F:34])=[N:27][NH:28][C:29]=2[CH3:30])=[O:8])[CH2:3]1. The catalyst class is: 1. (3) Reactant: [Cl:1][C:2]1[CH:7]=[CH:6][C:5]([CH:8]2[C@H:13]([OH:14])[C@@H:12]([OH:15])[C@H:11]([OH:16])[C@@H:10]([CH2:17][OH:18])[O:9]2)=[CH:4][C:3]=1[CH2:19][C:20]1[CH:25]=[CH:24][C:23]([OH:26])=[CH:22][CH:21]=1.CS(O[CH2:32][CH2:33][O:34][CH2:35][CH2:36][NH:37][C:38]([O:40][C:41]([CH3:44])([CH3:43])[CH3:42])=[O:39])(=O)=O.C([O-])([O-])=O.[Cs+].[Cs+]. Product: [Cl:1][C:2]1[CH:7]=[CH:6][C:5]([C@H:8]2[C@H:13]([OH:14])[C@@H:12]([OH:15])[C@H:11]([OH:16])[C@@H:10]([CH2:17][OH:18])[O:9]2)=[CH:4][C:3]=1[CH2:19][C:20]1[CH:21]=[CH:22][C:23]([O:26][CH2:32][CH2:33][O:34][CH2:35][CH2:36][NH:37][C:38](=[O:39])[O:40][C:41]([CH3:44])([CH3:43])[CH3:42])=[CH:24][CH:25]=1. The catalyst class is: 3. (4) Reactant: CC1(C)[O:9][C:8](=[O:10])[C:5]2([CH2:7][CH2:6]2)[C:4](=[O:11])O1.[F:13][C:14]1[CH:15]=[C:16]([CH:18]=[CH:19][C:20]=1[O:21][CH3:22])[NH2:17]. Product: [F:13][C:14]1[CH:15]=[C:16]([N:17]2[CH2:6][CH2:7][CH:5]([C:8]([OH:9])=[O:10])[C:4]2=[O:11])[CH:18]=[CH:19][C:20]=1[O:21][CH3:22]. The catalyst class is: 8. (5) The catalyst class is: 3. Product: [CH3:10][O:9][C:7]1[CH:6]=[C:5]([N:11]([CH2:23][CH2:24][CH2:25][CH2:26][CH2:27][CH2:28][CH3:29])[S:12]([C:15]2[CH:20]=[CH:19][C:18]([CH3:21])=[CH:17][CH:16]=2)(=[O:13])=[O:14])[CH:4]=[C:3]([O:2][CH3:1])[CH:8]=1. Reactant: [CH3:1][O:2][C:3]1[CH:4]=[C:5]([NH:11][S:12]([C:15]2[CH:20]=[CH:19][C:18]([CH3:21])=[CH:17][CH:16]=2)(=[O:14])=[O:13])[CH:6]=[C:7]([O:9][CH3:10])[CH:8]=1.Br[CH2:23][CH2:24][CH2:25][CH2:26][CH2:27][CH2:28][CH3:29].C(=O)([O-])[O-].[K+].[K+].C(OCC)C.